From a dataset of Full USPTO retrosynthesis dataset with 1.9M reactions from patents (1976-2016). Predict the reactants needed to synthesize the given product. (1) Given the product [Br:1][C:2]1[C:3]([O:12][CH2:13][CH:14]2[CH2:16][CH2:15]2)=[N:4][CH:5]=[C:6]([CH:10]=1)[C:7]([OH:9])=[O:8], predict the reactants needed to synthesize it. The reactants are: [Br:1][C:2]1[C:3](Cl)=[N:4][CH:5]=[C:6]([CH:10]=1)[C:7]([OH:9])=[O:8].[OH:12][CH2:13][CH:14]1[CH2:16][CH2:15]1.[OH-].[K+].C(O)(=O)CC(CC(O)=O)(C(O)=O)O. (2) Given the product [C:1]([C:4]1[C:5]([CH2:20][NH:21][C:22]([C@@H:24]2[CH2:28][C@@H:27]([F:29])[CH2:26][N:25]2[C:30]([O:32][C:33]([CH3:36])([CH3:35])[CH3:34])=[O:31])=[O:23])=[CH:6][C:7]([C:10]2[CH:15]=[CH:14][C:13]([C:16]([F:17])([F:18])[F:19])=[CH:12][CH:11]=2)=[N:8][CH:9]=1)#[N:2], predict the reactants needed to synthesize it. The reactants are: [C:1]([C:4]1[C:5]([CH2:20][NH:21][C:22]([C@@H:24]2[CH2:28][C@@H:27]([F:29])[CH2:26][N:25]2[C:30]([O:32][C:33]([CH3:36])([CH3:35])[CH3:34])=[O:31])=[O:23])=[CH:6][C:7]([C:10]2[CH:15]=[CH:14][C:13]([C:16]([F:19])([F:18])[F:17])=[CH:12][CH:11]=2)=[N:8][CH:9]=1)(=O)[NH2:2].C(OC(C(F)(F)F)=O)(C(F)(F)F)=O. (3) Given the product [CH3:28][C:29]1([CH3:42])[CH2:34][CH:33]([N:35]2[C:17](=[O:18])[C:16]([CH2:15][C:12]3[CH:13]=[CH:14][C:9]([C:4]4[C:3]([C:1]#[N:2])=[CH:8][CH:7]=[CH:6][CH:5]=4)=[CH:10][C:11]=3[F:27])=[C:22]([CH2:23][CH2:24][CH3:25])[N:37]3[N:38]=[C:39]([CH3:41])[N:40]=[C:36]23)[CH2:32][CH2:31][O:30]1, predict the reactants needed to synthesize it. The reactants are: [C:1]([C:3]1[CH:8]=[CH:7][CH:6]=[CH:5][C:4]=1[C:9]1[CH:14]=[CH:13][C:12]([CH2:15][CH:16]([C:22](=O)[CH2:23][CH2:24][CH3:25])[C:17](OCC)=[O:18])=[C:11]([F:27])[CH:10]=1)#[N:2].[CH3:28][C:29]1([CH3:42])[CH2:34][CH:33]([NH:35][C:36]2[NH:40][C:39]([CH3:41])=[N:38][N:37]=2)[CH2:32][CH2:31][O:30]1. (4) Given the product [OH:9][CH:10]1[N:14]([C:15]2[CH:20]=[C:19]([C:21]([F:24])([F:23])[F:22])[C:18]([O:2][CH3:1])=[CH:17][N:16]=2)[C:13](=[O:26])[N:12]([CH3:27])[CH:11]1[CH3:28], predict the reactants needed to synthesize it. The reactants are: [C:1]([O-])([O-])=[O:2].[Cs+].[Cs+].CO.[OH:9][CH:10]1[N:14]([C:15]2[CH:20]=[C:19]([C:21]([F:24])([F:23])[F:22])[C:18](I)=[CH:17][N:16]=2)[C:13](=[O:26])[N:12]([CH3:27])[CH:11]1[CH3:28]. (5) Given the product [CH2:1]([C:4]1[C:13]2[O:12][CH2:11]/[C:10](=[N:16]\[OH:17])/[NH:9][C:8]=2[CH:7]=[CH:6][CH:5]=1)[CH:2]=[CH2:3], predict the reactants needed to synthesize it. The reactants are: [CH2:1]([C:4]1[C:13]2[O:12][CH2:11][C:10](=S)[NH:9][C:8]=2[CH:7]=[CH:6][CH:5]=1)[CH:2]=[CH2:3].Cl.[NH2:16][OH:17].C([O-])(=O)C.[Na+].O. (6) Given the product [Cl:1][C:2]1[C:3]([NH:22][C@@H:23]2[CH2:28][CH2:27][CH2:26][CH2:25][C@H:24]2[NH:29][C:30](=[O:35])[N:44]([CH3:45])[CH3:42])=[N:4][C:5]([NH:8][C:9]2[CH:21]=[CH:20][C:12]3[CH2:13][CH2:14][N:15]([CH2:18][CH3:19])[CH2:16][CH2:17][C:11]=3[CH:10]=2)=[N:6][CH:7]=1, predict the reactants needed to synthesize it. The reactants are: [Cl:1][C:2]1[C:3]([NH:22][C@@H:23]2[CH2:28][CH2:27][CH2:26][CH2:25][C@H:24]2[NH:29][C:30](=[O:35])C(F)(F)F)=[N:4][C:5]([NH:8][C:9]2[CH:21]=[CH:20][C:12]3[CH2:13][CH2:14][N:15]([CH2:18][CH3:19])[CH2:16][CH2:17][C:11]=3[CH:10]=2)=[N:6][CH:7]=1.C(=O)([O-])[O-].[K+].[K+].[CH2:42]([N:44](CC)[CH2:45]C)C.CN(C)C(Cl)=O. (7) Given the product [CH2:1]([O:4][CH2:5][C:6]1[O:10][N:9]=[C:8]([C:11]([OH:13])=[O:12])[CH:7]=1)[C:2]#[CH:3], predict the reactants needed to synthesize it. The reactants are: [CH2:1]([O:4][CH2:5][C:6]1[O:10][N:9]=[C:8]([C:11]([O:13]CC)=[O:12])[CH:7]=1)[C:2]#[CH:3].C(O)C.[OH-].[Li+]. (8) Given the product [CH3:17][C:15]1[S:16][C:12]([CH2:10][OH:9])=[C:13]([CH3:18])[N:14]=1, predict the reactants needed to synthesize it. The reactants are: [H-].[Al+3].[Li+].[H-].[H-].[H-].C([O:9][C:10]([C:12]1[S:16][C:15]([CH3:17])=[N:14][C:13]=1[CH3:18])=O)C.C(OCC)(=O)C.C(C(C(C([O-])=O)O)O)([O-])=O.[Na+].[K+]. (9) Given the product [F:1][CH:2]([F:18])[CH:3]([N:9]1[CH2:17][C:16]2[C:11](=[N:12][CH:13]=[CH:14][CH:15]=2)[CH2:10]1)[CH2:4][C:5]([NH:20][NH2:21])=[O:6], predict the reactants needed to synthesize it. The reactants are: [F:1][CH:2]([F:18])[CH:3]([N:9]1[CH2:17][C:16]2[C:11](=[N:12][CH:13]=[CH:14][CH:15]=2)[CH2:10]1)[CH2:4][C:5](OC)=[O:6].O.[NH2:20][NH2:21]. (10) Given the product [Cl:16][C:14]1[CH:15]=[C:10]([S:9][C:8]2[N:7]([CH2:18][CH3:19])[N:6]=[C:5]([CH3:20])[C:4]=2[CH2:3][NH:21][C:22]2[CH:23]=[N:24][CH:25]=[CH:26][CH:27]=2)[CH:11]=[C:12]([Cl:17])[CH:13]=1, predict the reactants needed to synthesize it. The reactants are: BrC[CH2:3][C:4]1[C:5]([CH3:20])=[N:6][N:7]([CH2:18][CH3:19])[C:8]=1[S:9][C:10]1[CH:15]=[C:14]([Cl:16])[CH:13]=[C:12]([Cl:17])[CH:11]=1.[NH2:21][C:22]1[CH:23]=[N:24][CH:25]=[CH:26][CH:27]=1.[H-].[Na+].O.